From a dataset of CYP2D6 inhibition data for predicting drug metabolism from PubChem BioAssay. Regression/Classification. Given a drug SMILES string, predict its absorption, distribution, metabolism, or excretion properties. Task type varies by dataset: regression for continuous measurements (e.g., permeability, clearance, half-life) or binary classification for categorical outcomes (e.g., BBB penetration, CYP inhibition). Dataset: cyp2d6_veith. The compound is CCCCc1c(O)nc(SCCN(C)C)n(-c2ccccc2)c1=O. The result is 0 (non-inhibitor).